This data is from Catalyst prediction with 721,799 reactions and 888 catalyst types from USPTO. The task is: Predict which catalyst facilitates the given reaction. Reactant: [CH3:1][C:2]1[CH:14]=[C:13]([C:15](=[O:33])[CH2:16][C:17]2[S:21][C:20]([C:22]3[CH:27]=[CH:26][C:25]([C:28]([F:31])([F:30])[F:29])=[CH:24][CH:23]=3)=[N:19][C:18]=2[CH3:32])[CH:12]=[CH:11][C:3]=1[O:4][CH2:5][C:6]([O:8][CH2:9][CH3:10])=[O:7].[BH4-].[Na+].Cl.O. Product: [OH:33][CH:15]([C:13]1[CH:12]=[CH:11][C:3]([O:4][CH2:5][C:6]([O:8][CH2:9][CH3:10])=[O:7])=[C:2]([CH3:1])[CH:14]=1)[CH2:16][C:17]1[S:21][C:20]([C:22]2[CH:27]=[CH:26][C:25]([C:28]([F:30])([F:31])[F:29])=[CH:24][CH:23]=2)=[N:19][C:18]=1[CH3:32]. The catalyst class is: 8.